From a dataset of Full USPTO retrosynthesis dataset with 1.9M reactions from patents (1976-2016). Predict the reactants needed to synthesize the given product. (1) Given the product [O:26]=[C:9]1[C:10]2([CH2:21][CH2:20][C:19]3[C:14](=[CH:15][CH:16]=[C:17]([C:22]([O:24][CH3:25])=[O:23])[CH:18]=3)[CH2:13]2)[CH2:11][CH2:12][NH:8]1, predict the reactants needed to synthesize it. The reactants are: COC1C=CC(C[N:8]2[CH2:12][CH2:11][C:10]3([CH2:21][CH2:20][C:19]4[C:14](=[CH:15][CH:16]=[C:17]([C:22]([O:24][CH3:25])=[O:23])[CH:18]=4)[CH2:13]3)[C:9]2=[O:26])=CC=1. (2) Given the product [CH3:24][O:23][C:19]1[CH:18]=[C:17]2[C:22]([C:13]([O:12][CH2:11][C:8]3[N:6]4[CH:7]=[C:2]([C:25]#[N:26])[CH:3]=[CH:4][C:5]4=[N:10][N:9]=3)=[CH:14][CH:15]=[N:16]2)=[CH:21][CH:20]=1, predict the reactants needed to synthesize it. The reactants are: Br[C:2]1[CH:3]=[CH:4][C:5]2[N:6]([C:8]([CH2:11][O:12][C:13]3[C:22]4[C:17](=[CH:18][C:19]([O:23][CH3:24])=[CH:20][CH:21]=4)[N:16]=[CH:15][CH:14]=3)=[N:9][N:10]=2)[CH:7]=1.[CH3:25][N:26](C=O)C. (3) Given the product [NH2:1][C:2]1[S:3][C:4]([C:9]2[CH:10]=[N:11][C:12]([N:15]3[CH2:20][CH2:19][CH2:18][CH2:17][CH2:16]3)=[CH:13][CH:14]=2)=[CH:5][C:6]=1[C:7]([NH2:8])=[O:24], predict the reactants needed to synthesize it. The reactants are: [NH2:1][C:2]1[S:3][C:4]([C:9]2[CH:10]=[N:11][C:12]([N:15]3[CH2:20][CH2:19][CH2:18][CH2:17][CH2:16]3)=[CH:13][CH:14]=2)=[CH:5][C:6]=1[C:7]#[N:8].C([OH:24])CC.[OH-].[Na+]. (4) Given the product [CH3:33][NH:34][C:26]([C:25]1[CH:24]=[C:23]2[C:18]([CH:19]=[CH:20][C:21]([C:29]([F:32])([F:31])[F:30])=[N:22]2)=[CH:17][C:16]=1[NH:15][C:14]([C:4]1[N:5]([C:7]2[C:12]([Cl:13])=[CH:11][CH:10]=[CH:9][N:8]=2)[N:6]=[C:2]([Br:1])[CH:3]=1)=[O:27])=[O:28], predict the reactants needed to synthesize it. The reactants are: [Br:1][C:2]1[CH:3]=[C:4]([C:14]2[O:27][C:26](=[O:28])[C:25]3[C:16](=[CH:17][C:18]4[C:23]([CH:24]=3)=[N:22][C:21]([C:29]([F:32])([F:31])[F:30])=[CH:20][CH:19]=4)[N:15]=2)[N:5]([C:7]2[C:12]([Cl:13])=[CH:11][CH:10]=[CH:9][N:8]=2)[N:6]=1.[CH3:33][NH2:34]. (5) Given the product [CH3:1][O:2][C:3]1[CH:22]=[CH:21][C:6]([CH2:7][N:8]2[C:13](=[O:14])[C:12]3[CH:15]=[C:16]([F:20])[C:17]([NH:24][CH3:23])=[CH:18][C:11]=3[O:10][CH2:9]2)=[CH:5][CH:4]=1, predict the reactants needed to synthesize it. The reactants are: [CH3:1][O:2][C:3]1[CH:22]=[CH:21][C:6]([CH2:7][N:8]2[C:13](=[O:14])[C:12]3[CH:15]=[C:16]([F:20])[C:17](F)=[CH:18][C:11]=3[O:10][CH2:9]2)=[CH:5][CH:4]=1.[CH3:23][NH2:24].O. (6) Given the product [OH:17][C:3]1[C:2]([NH:1][C:21]2[C:22](=[O:26])[C:23](=[O:24])[C:20]=2[O:19][CH3:18])=[CH:16][CH:15]=[CH:14][C:4]=1[C:5]([CH2:7][NH:8][CH2:9][C:10]([O:12][CH3:13])=[O:11])=[O:6], predict the reactants needed to synthesize it. The reactants are: [NH2:1][C:2]1[C:3]([OH:17])=[C:4]([CH:14]=[CH:15][CH:16]=1)[C:5]([CH2:7][NH:8][CH2:9][C:10]([O:12][CH3:13])=[O:11])=[O:6].[CH3:18][O:19][C:20]1[C:21](=O)[C:22](=[O:26])[C:23]=1[O:24]C.